From a dataset of Catalyst prediction with 721,799 reactions and 888 catalyst types from USPTO. Predict which catalyst facilitates the given reaction. Reactant: [OH:1][C:2]1[CH:11]=[CH:10][C:5]2[CH2:6][O:7][B:8]([OH:9])[C:4]=2[CH:3]=1.C(N(CC)CC)C.[N:19]([C:22]1[CH:27]=[CH:26][CH:25]=[CH:24][CH:23]=1)=[C:20]=[O:21].Cl. Product: [C:22]1([NH:19][C:20](=[O:21])[O:1][C:2]2[CH:11]=[CH:10][C:5]3[CH2:6][O:7][B:8]([OH:9])[C:4]=3[CH:3]=2)[CH:27]=[CH:26][CH:25]=[CH:24][CH:23]=1. The catalyst class is: 3.